From a dataset of Full USPTO retrosynthesis dataset with 1.9M reactions from patents (1976-2016). Predict the reactants needed to synthesize the given product. (1) Given the product [Cl:1][C:2]1[CH:16]=[CH:15][C:5]([C:6]([C:7]2[N:11]([CH2:23][CH3:24])[C:10]([CH2:12][C:13]#[N:14])=[CH:9][CH:8]=2)=[O:28])=[CH:4][CH:3]=1, predict the reactants needed to synthesize it. The reactants are: [Cl:1][C:2]1[CH:16]=[CH:15][C:5]([CH2:6][C:7]2[NH:11][C:10]([CH2:12][C:13]#[N:14])=[CH:9][CH:8]=2)=[CH:4][CH:3]=1.C(=O)([O-])[O-].[K+].[K+].[CH2:23](I)[CH3:24].CC(CC)=[O:28]. (2) Given the product [C:21]1([CH2:37][NH:38][C:5]2[C:4]3[N:8]=[CH:9][N:10]([C:3]=3[N:2]=[CH:1][N:6]=2)[C@@H:11]2[O:15][C@H:14]([CH2:16][OH:17])[C@@H:13]([OH:18])[C@H:12]2[OH:19])[C:34]2[C:35]3=[C:36]4[C:31](=[CH:32][CH:33]=2)[CH:30]=[CH:29][CH:28]=[C:27]4[CH:26]=[CH:25][C:24]3=[CH:23][CH:22]=1, predict the reactants needed to synthesize it. The reactants are: [CH:1]1[N:6]=[C:5](Cl)[C:4]2[N:8]=[CH:9][N:10]([C@@H:11]3[O:15][C@H:14]([CH2:16][OH:17])[C@@H:13]([OH:18])[C@H:12]3[OH:19])[C:3]=2[N:2]=1.Cl.[C:21]1([CH2:37][NH2:38])[C:34]2[C:35]3=[C:36]4[C:31](=[CH:32][CH:33]=2)[CH:30]=[CH:29][CH:28]=[C:27]4[CH:26]=[CH:25][C:24]3=[CH:23][CH:22]=1.C(N(C(C)C)CC)(C)C. (3) Given the product [Br:22][C:19]1[C:20]([I:21])=[C:15]([NH2:14])[CH:16]=[N:17][C:18]=1[Cl:23], predict the reactants needed to synthesize it. The reactants are: FC(F)(F)C(O)=O.C(OC(=O)[NH:14][C:15]1[CH:16]=[N:17][C:18]([Cl:23])=[C:19]([Br:22])[C:20]=1[I:21])(C)(C)C. (4) Given the product [CH3:17][O:18][C:19]([C:21]1[CH:25]=[CH:24][S:23][C:22]=1[NH:26][C:11]([C:6]1[CH:5]=[CH:4][NH:3][N:7]=1)=[O:12])=[O:20], predict the reactants needed to synthesize it. The reactants are: [H-].[Na+].[N:3]1[N:7]2[C:11](=[O:12])[C:6]3[N:7]([N:3]=[CH:4][CH:5]=3)[C:11](=[O:12])[C:6]2=[CH:5][CH:4]=1.[CH3:17][O:18][C:19]([C:21]1[CH:25]=[CH:24][S:23][C:22]=1[NH2:26])=[O:20].O. (5) Given the product [Br:16][CH2:2][C:3]1[CH:8]=[CH:7][C:6]([CH3:9])=[CH:5][C:4]=1[O:10][S:11]([CH3:14])(=[O:13])=[O:12], predict the reactants needed to synthesize it. The reactants are: O[CH2:2][C:3]1[CH:8]=[CH:7][C:6]([CH3:9])=[CH:5][C:4]=1[O:10][S:11]([CH3:14])(=[O:13])=[O:12].C(Br)(Br)(Br)[Br:16].C1C=CC(P(C2C=CC=CC=2)C2C=CC=CC=2)=CC=1. (6) Given the product [CH3:4][C:2]([O:5][C:6](=[O:12])[N:7]([CH2:9][CH2:10][NH:11][C:14]1[N:19]=[CH:18][C:17]([Br:20])=[CH:16][N:15]=1)[CH3:8])([CH3:1])[CH3:3], predict the reactants needed to synthesize it. The reactants are: [CH3:1][C:2]([O:5][C:6](=[O:12])[N:7]([CH2:9][CH2:10][NH2:11])[CH3:8])([CH3:4])[CH3:3].Cl[C:14]1[N:19]=[CH:18][C:17]([Br:20])=[CH:16][N:15]=1.C(N(CC)C(C)C)(C)C.C([O-])([O-])=O.[K+].[K+].